This data is from Reaction yield outcomes from USPTO patents with 853,638 reactions. The task is: Predict the reaction yield, written as a fraction of the theoretical maximum amount of product (1.0 means a 100% yield; for example, 0.34 means a 34% yield). (1) The reactants are F[C:2]1[CH:3]=[C:4]([N+:19]([O-:21])=[O:20])[C:5]([NH:9][C@H:10]([C:12]2[CH:17]=[CH:16][C:15]([F:18])=[CH:14][N:13]=2)[CH3:11])=[N:6][C:7]=1F.[Cl:22]C1C([N+]([O-])=O)=CC=C(Cl)N=1. No catalyst specified. The product is [Cl:22][C:7]1[N:6]=[C:5]([NH:9][C@H:10]([C:12]2[CH:17]=[CH:16][C:15]([F:18])=[CH:14][N:13]=2)[CH3:11])[C:4]([N+:19]([O-:21])=[O:20])=[CH:3][CH:2]=1. The yield is 0.430. (2) The product is [CH:13]1[C:14]2[C:18]3[CH:19]=[CH:20][CH:21]=[CH:22][C:17]=3[O:16][C:15]=2[C:10]([C:7]2[CH:8]=[CH:9][C:4]([NH2:1])=[CH:5][CH:6]=2)=[CH:11][CH:12]=1. The yield is 0.840. The catalyst is CCOC(C)=O.[Pd]. The reactants are [N+:1]([C:4]1[CH:9]=[CH:8][C:7]([C:10]2[C:15]3[O:16][C:17]4[CH:22]=[CH:21][CH:20]=[CH:19][C:18]=4[C:14]=3[CH:13]=[CH:12][CH:11]=2)=[CH:6][CH:5]=1)([O-])=O. (3) The reactants are C(N(CC)C(C)C)(C)C.N1C=CC=CC=1.S(=O)(=O)=O.[O:20]=[C:21]1[C@@H:27]([NH:28][C:29](=[O:53])[C@@H:30]([OH:52])[C@@H:31]([NH:35][C:36]([C:38]2([NH:44][C:45]([N:47]3[CH2:51][CH2:50][S:49][CH2:48]3)=[O:46])[CH2:43][CH2:42][CH2:41][CH2:40][CH2:39]2)=[O:37])[CH:32]([CH3:34])[CH3:33])[CH2:26][CH2:25][CH2:24][CH2:23][NH:22]1. The catalyst is CS(C)=O.ClCCl. The product is [O:20]=[C:21]1[C@@H:27]([NH:28][C:29](=[O:53])[C:30](=[O:52])[C@@H:31]([NH:35][C:36]([C:38]2([NH:44][C:45]([N:47]3[CH2:51][CH2:50][S:49][CH2:48]3)=[O:46])[CH2:39][CH2:40][CH2:41][CH2:42][CH2:43]2)=[O:37])[CH:32]([CH3:33])[CH3:34])[CH2:26][CH2:25][CH2:24][CH2:23][NH:22]1. The yield is 0.780. (4) The reactants are O[C:2]1([OH:16])[C:10](=[O:11])[C:9]2[C:4](=[CH:5][CH:6]=[CH:7][C:8]=2[N+:12]([O-:14])=[O:13])[C:3]1=[O:15].[CH:17]([C:20]1[CH:25]=[CH:24][CH:23]=[CH:22][C:21]=1OC)([CH3:19])[CH3:18].[C:28](O)(C(F)(F)F)=[O:29]. No catalyst specified. The product is [OH:16][C:2]1([C:23]2[CH:22]=[CH:21][C:20]([CH:17]([CH3:18])[CH3:19])=[CH:25][C:24]=2[O:29][CH3:28])[C:10](=[O:11])[C:9]2[C:4](=[CH:5][CH:6]=[CH:7][C:8]=2[N+:12]([O-:14])=[O:13])[C:3]1=[O:15]. The yield is 0.160. (5) The reactants are [Li+].[OH-].[OH:3][C:4]([C:12]1[O:13][C:14]2[CH:20]=[CH:19][C:18]([CH2:21][C:22]([O:24]C)=[O:23])=[CH:17][C:15]=2[CH:16]=1)([C:6]1[CH:11]=[CH:10][N:9]=[CH:8][CH:7]=1)[CH3:5]. The catalyst is O.CO. The product is [OH:3][C:4]([C:12]1[O:13][C:14]2[CH:20]=[CH:19][C:18]([CH2:21][C:22]([OH:24])=[O:23])=[CH:17][C:15]=2[CH:16]=1)([C:6]1[CH:11]=[CH:10][N:9]=[CH:8][CH:7]=1)[CH3:5]. The yield is 0.870. (6) The reactants are [Cl:1][C:2]1[CH:19]=[CH:18][C:17]([N+:20]([O-])=O)=[CH:16][C:3]=1[C:4]([NH:6][C:7]1[CH:12]=[CH:11][CH:10]=[CH:9][C:8]=1[N+:13]([O-])=O)=O. The catalyst is C1(C)C=CC=CC=1.C(O)(=O)C.[Fe]. The product is [NH:6]1[C:7]2[CH:12]=[CH:11][CH:10]=[CH:9][C:8]=2[N:13]=[C:4]1[C:3]1[CH:16]=[C:17]([NH2:20])[CH:18]=[CH:19][C:2]=1[Cl:1]. The yield is 0.420. (7) The reactants are C([Li])CCC.CC1(C)CCCC(C)(C)N1.[Br:16][C:17]1[CH:22]=[CH:21][CH:20]=[C:19]([Cl:23])[CH:18]=1.[N:24](/[C:33]([O:35][C:36]([CH3:39])([CH3:38])[CH3:37])=[O:34])=[N:25]/[C:26]([O:28][C:29]([CH3:32])([CH3:31])[CH3:30])=[O:27]. The catalyst is C1COCC1.O. The product is [Br:16][C:17]1[CH:22]=[CH:21][CH:20]=[C:19]([Cl:23])[C:18]=1[N:24]([C:33]([O:35][C:36]([CH3:39])([CH3:38])[CH3:37])=[O:34])[NH:25][C:26]([O:28][C:29]([CH3:30])([CH3:31])[CH3:32])=[O:27]. The yield is 0.725.